This data is from Full USPTO retrosynthesis dataset with 1.9M reactions from patents (1976-2016). The task is: Predict the reactants needed to synthesize the given product. (1) The reactants are: [F:1][C:2]1[CH:3]=[C:4]([CH3:11])[CH:5]=[CH:6][C:7]=1[N+:8]([O-:10])=[O:9].S(=O)(=O)(O)[OH:13].[OH2:17]. Given the product [F:1][C:2]1[CH:3]=[C:4]([CH:5]=[CH:6][C:7]=1[N+:8]([O-:10])=[O:9])[C:11]([OH:13])=[O:17], predict the reactants needed to synthesize it. (2) Given the product [N:21]1[N:22]2[CH2:27][CH2:26][CH2:25][NH:24][C:23]2=[C:19]([CH:11]([NH:12][C:13](=[O:18])[C:14]([F:15])([F:17])[F:16])[CH2:10][CH2:9][NH:8][C:6](=[O:7])[O:5][C:40]([CH3:39])([CH3:35])[CH3:44])[CH:20]=1, predict the reactants needed to synthesize it. The reactants are: C([O:5][C:6]([NH:8][CH2:9][CH2:10][CH:11]([C:19]1[CH:20]=[N:21][N:22]2[CH2:27][CH2:26][CH2:25][N:24](C(OC(C)(C)C)=O)[C:23]=12)[NH:12][C:13](=[O:18])[C:14]([F:17])([F:16])[F:15])=[O:7])CCC.[C:35]1(OC)[CH:40]=[CH:39]C=CC=1.F[C:44](F)(F)C(O)=O.O. (3) The reactants are: [CH2:1]([N:8]1[C:16]2[C:11](=[C:12]([N+:17]([O-])=O)[CH:13]=[CH:14][CH:15]=2)[C:10]([CH2:20][CH3:21])=[N:9]1)[C:2]1[CH:7]=[CH:6][CH:5]=[CH:4][CH:3]=1.[Cl-].[NH4+].C(O)C. Given the product [CH2:1]([N:8]1[C:16]2[CH:15]=[CH:14][CH:13]=[C:12]([NH2:17])[C:11]=2[C:10]([CH2:20][CH3:21])=[N:9]1)[C:2]1[CH:3]=[CH:4][CH:5]=[CH:6][CH:7]=1, predict the reactants needed to synthesize it. (4) Given the product [CH3:24][O:25][C:10]1[CH:9]=[C:8]([CH:13]=[CH:12][CH:11]=1)[C:7]([NH2:6])=[O:19].[F:1][C:2]1[CH:3]=[C:4]([CH:20]=[CH:21][C:22]=1[F:23])[CH2:5][N:6]1[CH:15]=[CH:14][C:13]2[C:8](=[CH:9][C:10]([C:16]([OH:18])=[O:17])=[CH:11][CH:12]=2)[C:7]1=[O:19], predict the reactants needed to synthesize it. The reactants are: [F:1][C:2]1[CH:3]=[C:4]([CH:20]=[CH:21][C:22]=1[F:23])[CH2:5][N:6]1[CH:15]=[CH:14][C:13]2[C:8](=[CH:9][C:10]([C:16]([OH:18])=[O:17])=[CH:11][CH:12]=2)[C:7]1=[O:19].[CH3:24][O:25]C1C=C(C=CC=1)CN. (5) Given the product [CH3:15][C:11]1([CH3:16])[CH2:10][CH2:9][C:8]2[C:7]([N:17]3[CH2:18][CH2:19][CH2:20][CH2:21]3)=[N:6][C:5]3[S:4][C:3]4[C:22](=[O:23])[NH:24][CH:26]=[N:1][C:2]=4[C:14]=3[C:13]=2[CH2:12]1, predict the reactants needed to synthesize it. The reactants are: [NH2:1][C:2]1[C:14]2[C:13]3[CH2:12][C:11]([CH3:16])([CH3:15])[CH2:10][CH2:9][C:8]=3[C:7]([N:17]3[CH2:21][CH2:20][CH2:19][CH2:18]3)=[N:6][C:5]=2[S:4][C:3]=1[C:22]([NH2:24])=[O:23].O.[C:26]1(C)C=CC(S(O)(=O)=O)=CC=1.